From a dataset of Catalyst prediction with 721,799 reactions and 888 catalyst types from USPTO. Predict which catalyst facilitates the given reaction. (1) Reactant: [C:1]([O:5][CH:6]1[CH:8]([C:9]2[CH:14]=[CH:13][C:12]([CH3:15])=[CH:11][N:10]=2)[CH:7]1[C:16](OCC)=[O:17])([CH3:4])([CH3:3])[CH3:2].[H-].[H-].[H-].[H-].[Al+3].[Li+]. Product: [C:1]([O:5][CH:6]1[CH:8]([C:9]2[CH:14]=[CH:13][C:12]([CH3:15])=[CH:11][N:10]=2)[CH:7]1[CH2:16][OH:17])([CH3:4])([CH3:3])[CH3:2]. The catalyst class is: 1. (2) Reactant: [NH2:1][C:2]1[CH:10]=[N:9][CH:8]=[CH:7][C:3]=1[C:4]([NH2:6])=[O:5].[C:11](=S)=[S:12].C1CCN2C(=NCCC2)CC1.[ClH:25]. Product: [ClH:25].[SH:12][C:11]1[NH:6][C:4](=[O:5])[C:3]2[CH:7]=[CH:8][N:9]=[CH:10][C:2]=2[N:1]=1. The catalyst class is: 3. (3) Reactant: Cl.Cl.[NH:3]1[CH2:8][CH2:7][CH:6]([CH:9]([C:24]2[CH:25]=[N:26][CH:27]=[CH:28][CH:29]=2)[CH2:10][NH:11][C:12]([C:14]2[C:15]([Cl:23])=[C:16]3[C:20](=[CH:21][CH:22]=2)[NH:19][CH:18]=[CH:17]3)=[O:13])[CH2:5][CH2:4]1.CCN(CC)CC.[C:37](Cl)(=[O:39])[CH3:38]. Product: [C:37]([N:3]1[CH2:8][CH2:7][CH:6]([CH:9]([C:24]2[CH:25]=[N:26][CH:27]=[CH:28][CH:29]=2)[CH2:10][NH:11][C:12]([C:14]2[C:15]([Cl:23])=[C:16]3[C:20](=[CH:21][CH:22]=2)[NH:19][CH:18]=[CH:17]3)=[O:13])[CH2:5][CH2:4]1)(=[O:39])[CH3:38]. The catalyst class is: 2.